From a dataset of NCI-60 drug combinations with 297,098 pairs across 59 cell lines. Regression. Given two drug SMILES strings and cell line genomic features, predict the synergy score measuring deviation from expected non-interaction effect. (1) Drug 1: CCN(CC)CCNC(=O)C1=C(NC(=C1C)C=C2C3=C(C=CC(=C3)F)NC2=O)C. Drug 2: CNC(=O)C1=NC=CC(=C1)OC2=CC=C(C=C2)NC(=O)NC3=CC(=C(C=C3)Cl)C(F)(F)F. Cell line: HCC-2998. Synergy scores: CSS=3.41, Synergy_ZIP=5.50, Synergy_Bliss=7.03, Synergy_Loewe=8.68, Synergy_HSA=1.29. (2) Drug 1: CCCS(=O)(=O)NC1=C(C(=C(C=C1)F)C(=O)C2=CNC3=C2C=C(C=N3)C4=CC=C(C=C4)Cl)F. Drug 2: C1=NC(=NC(=O)N1C2C(C(C(O2)CO)O)O)N. Cell line: MDA-MB-435. Synergy scores: CSS=29.6, Synergy_ZIP=5.73, Synergy_Bliss=7.56, Synergy_Loewe=-0.954, Synergy_HSA=4.24.